Dataset: Drug-target binding data from BindingDB using Ki measurements. Task: Regression. Given a target protein amino acid sequence and a drug SMILES string, predict the binding affinity score between them. We predict pKi (pKi = -log10(Ki in M); higher means stronger inhibition). Dataset: bindingdb_ki. (1) The pKi is 8.5. The target protein (P35342) has sequence MPVNSTAVSWTSVTYITVEILIGLCAIVGNVLVIWVVKLNPSLQTTTFYFIVSLALADIAVGVLVMPLAIVISLGVTIHFYSCLFMTCLMLIFTHASIMSLLAIAVDRYLRVKLTVRYRRVTTQRRIWLALGLCWLVSFLVGLTPMFGWNMKLSSADENLTFLPCRFRSVMRMDYMVYFSFFLWILVPLVVMCAIYFDIFYIIRNRLSQSFSGSRETGAFYGREFKTAKSLLLVLFLFALCWLPLSIINCILYFDGQVPQTVLYLGILLSHANSMMNPIVYAYKIKKFKETYLLILKACVMCQPSKSMDPSTEQTSE. The small molecule is Cn1c(=O)c2[nH]c(C3CCCC3)nc2n(C)c1=O. (2) The compound is Nc1ccc(S(N)(=O)=O)cc1. The target protein (P9WPJ7) has sequence MTVTDDYLANNVDYASGFKGPLPMPPSKHIAIVACMDARLDVYRMLGIKEGEAHVIRNAGCVVTDDVIRSLAISQRLLGTREIILLHHTDCGMLTFTDDDFKRAIQDETGIRPTWSPESYPDAVEDVRQSLRRIEVNPFVTKHTSLRGFVFDVATGKLNEVTP. The pKi is 5.0. (3) The target protein (P50129) has sequence MDVLCEENTSLSSPTNSFMQLNDDTRLYHNDFNSGEANTSDAFNWTVDSENRTNLSCEGCLSPPCFSLLHLQEKNWSALLTAVVIILTIAGNILVIMAVSLEKKLQNATNYFLMSLAIADMLLGFLVMPVSMLTILYGYRWPLPSKLCAVWIYLDVLFSTASIMHLCAISLDRYVAIQNPIHHRRFNSRTKAFLKIIAVWTISVGISMPIPVFGLQDDSKVFKEGSCLLADDNFVLIGSFVSFFIPLTIMVITYFLTIKSLQKEATLCVSDLGTRAKLASFSFLPQSSLSSEKLFQRSIHREPGSYGRRTMQSISNEQKACKVLGIVFFLFVVMWCPFFITNIMAVICKESCNEDVIGALLNVFVWIGYLSSAVNPLVYTLFNKTYRSAFSRYIQCQYKENKKPLQLILVNTIPALAYKSSQLQTGQKENSKQDDKATENDCTMVALGKQHSEDAPADNSNTVNEKVSCV. The pKi is 5.9. The drug is Clc1ccc2nc(CN3CCN(c4ccc(Cl)c(Cl)c4)CC3)cn2n1. (4) The compound is O=C(Cn1nnc2ccccc2c1=O)NCCc1ccc(Cl)cc1. The target protein (Q6DWJ6) has sequence MEHTHAHLAANSSLSWWSPGSACGLGFVPVVYYSLLLCLGLPANILTVIILSQLVARRQKSSYNYLLALAAADILVLFFIVFVDFLLEDFILNMQMPQVPDKIIEVLEFSSIHTSIWITVPLTIDRYIAVCHPLKYHTVSYPARTRKVIVSVYITCFLTSIPYYWWPNIWTEDYISTSVHHVLIWIHCFTVYLVPCSIFFILNSIIVYKLRRKSNFRLRGYSTGKTTAILFTITSIFATLWAPRIIMILYHLYGAPIQNRWLVHIMSDIANMLALLNTAINFFLYCFISKRFRTMAAATLKAFFKCQKQPVQFYTNHNFSITSSPWISPANSHCIKMLVYQYDKNGKPIKVSP. The pKi is 5.9. (5) The compound is CN1[C@H](CCc2ccccc2)CCC[C@@H]1CCc1ccccc1. The target protein (Q05940) has sequence MALSELALVRWLQESRRSRKLILFIVFLALLLDNMLLTVVVPIIPSYLYSIKHEKNATEIQTARPVHTASISDSFQSIFSYYDNSTMVTGNATRDLTLHQTATQHMVTNASAVPSDCPSEDKDLLNENVQVGLLFASKATVQLITNPFIGLLTNRIGYPIPIFAGFCIMFVSTIMFAFSSSYAFLLIARSLQGIGSSCSSVAGMGMLASVYTDDEERGNVMGIALGGLAMGVLVGPPFGSVLYEFVGKTAPFLVLAALVLLDGAIQLFVLQPSRVQPESQKGTPLTTLLKDPYILIAAGSICFANMGIAMLEPALPIWMMETMCSRKWQLGVAFLPASISYLIGTNIFGILAHKMGRWLCALLGMIIVGVSILCIPFAKNIYGLIAPNFGVGFAIGMVDSSMMPIMGYLVDLRHVSVYGSVYAIADVAFCMGYAIGPSAGGAIAKAIGFPWLMTIIGIIDILFAPLCFFLRSPPAKEEKMAILMDHNCPIKTKMYTQNNI.... The pKi is 6.0.